Dataset: Forward reaction prediction with 1.9M reactions from USPTO patents (1976-2016). Task: Predict the product of the given reaction. (1) Given the reactants [H-].[Na+].[CH:3](/[C:6]1[C:10]2=[CH:11][CH:12]=[C:13]3[C:22]([NH:21][C:20]4[C:15](=[CH:16][CH:17]=[CH:18][CH:19]=4)[C:14]3=[O:23])=[C:9]2[NH:8][C:7]=1[CH:24]=C)=[CH:4]/[CH3:5].Cl[C:27]1[N:32]=[C:31]([C:33]2[CH:38]=[CH:37][CH:36]=[CH:35][CH:34]=2)[N:30]=[C:29]([C:39]2[CH:44]=[CH:43][CH:42]=[CH:41][CH:40]=2)[N:28]=1, predict the reaction product. The product is: [C:39]1([C:29]2[N:30]=[C:31]([C:33]3[CH:38]=[CH:37][CH:36]=[CH:35][CH:34]=3)[N:32]=[C:27]([N:21]3[C:20]4[CH:19]=[CH:18][CH:17]=[CH:16][C:15]=4[C:14](=[O:23])[C:13]4[CH:12]=[CH:11][C:10]5[C:6]6[CH:3]=[CH:4][CH:5]=[CH:24][C:7]=6[N:8]([C:27]6[N:32]=[C:31]([C:33]7[CH:38]=[CH:37][CH:36]=[CH:35][CH:34]=7)[N:30]=[C:29]([C:39]7[CH:40]=[CH:41][CH:42]=[CH:43][CH:44]=7)[N:28]=6)[C:9]=5[C:22]3=4)[N:28]=2)[CH:44]=[CH:43][CH:42]=[CH:41][CH:40]=1. (2) Given the reactants [N+:1]([C:4]1[CH:11]=[C:10]([O:12][CH2:13][CH2:14][CH2:15][CH3:16])[C:9]([O:17][CH3:18])=[CH:8][C:5]=1[C:6]#[N:7])([O-])=O.C1CCCCC=1, predict the reaction product. The product is: [C:6]([C:5]1[CH:8]=[C:9]([O:17][CH3:18])[C:10]([O:12][CH2:13][CH2:14][CH2:15][CH3:16])=[CH:11][C:4]=1[NH2:1])#[N:7]. (3) The product is: [OH:1][C@@:2]1([CH2:22][O:23][CH3:24])[CH2:7][CH2:6][CH2:5][CH2:4][C@H:3]1[N:8]1[C:12]([C:13]2[CH:18]=[CH:17][CH:16]=[CH:15][CH:14]=2)=[C:11]([C:19]([N:43]2[CH2:42][CH2:41][N:40]([C:44]([O:46][CH2:47][C:48]3[CH:53]=[CH:52][CH:51]=[CH:50][CH:49]=3)=[O:45])[CH2:39][C@H:38]2[CH2:37][CH2:36][O:35][C:32]2[CH:33]=[CH:34][C:28]3[S:27][C:26]([CH3:25])=[N:30][C:29]=3[CH:31]=2)=[O:21])[N:10]=[CH:9]1. Given the reactants [OH:1][C@@:2]1([CH2:22][O:23][CH3:24])[CH2:7][CH2:6][CH2:5][CH2:4][C@H:3]1[N:8]1[C:12]([C:13]2[CH:18]=[CH:17][CH:16]=[CH:15][CH:14]=2)=[C:11]([C:19]([OH:21])=O)[N:10]=[CH:9]1.[CH3:25][C:26]1[S:27][C:28]2[CH:34]=[CH:33][C:32]([O:35][CH2:36][CH2:37][C@H:38]3[NH:43][CH2:42][CH2:41][N:40]([C:44]([O:46][CH2:47][C:48]4[CH:53]=[CH:52][CH:51]=[CH:50][CH:49]=4)=[O:45])[CH2:39]3)=[CH:31][C:29]=2[N:30]=1.CCN=C=NCCCN(C)C.Cl.C1C=CC2N(O)N=NC=2C=1.C(=O)([O-])O.[Na+], predict the reaction product. (4) Given the reactants [C:1]([O:5][C:6]([N:8]([CH2:16][CH2:17][C:18]#[N:19])[C:9]([CH3:15])([C:11]([O:13]C)=O)[CH3:10])=[O:7])([CH3:4])([CH3:3])[CH3:2].[H-].[Na+].C(Cl)Cl.CCO, predict the reaction product. The product is: [C:18]([C:17]1[CH2:16][N:8]([C:6]([O:5][C:1]([CH3:2])([CH3:3])[CH3:4])=[O:7])[C:9]([CH3:10])([CH3:15])[C:11]=1[OH:13])#[N:19]. (5) Given the reactants [CH2:1]([O:3][C:4](=[O:18])[CH2:5][C:6](=O)[CH2:7][C:8]1[CH:13]=[C:12]([F:14])[C:11]([F:15])=[CH:10][C:9]=1[F:16])[CH3:2].C([O-])(=O)C.[NH4+:23].CCCCCC, predict the reaction product. The product is: [CH2:1]([O:3][C:4](=[O:18])[CH:5]=[C:6]([NH2:23])[CH2:7][C:8]1[CH:13]=[C:12]([F:14])[C:11]([F:15])=[CH:10][C:9]=1[F:16])[CH3:2].